Dataset: Full USPTO retrosynthesis dataset with 1.9M reactions from patents (1976-2016). Task: Predict the reactants needed to synthesize the given product. (1) Given the product [Cl:18][C:15]1[N:14]([CH2:19][CH2:20][CH:21]([CH3:22])[CH3:23])[C:9]2=[C:10]([C:12]#[N:13])[N:11]=[C:6]([C:4]([NH:25][CH2:26][C:27]([OH:29])=[O:28])=[O:5])[C:7]([OH:24])=[C:8]2[C:16]=1[Cl:17], predict the reactants needed to synthesize it. The reactants are: C(O[C:4]([C:6]1[C:7]([OH:24])=[C:8]2[C:16]([Cl:17])=[C:15]([Cl:18])[N:14]([CH2:19][CH2:20][CH:21]([CH3:23])[CH3:22])[C:9]2=[C:10]([C:12]#[N:13])[N:11]=1)=[O:5])C.[NH2:25][CH2:26][C:27]([OH:29])=[O:28]. (2) The reactants are: [CH3:1][O:2][C:3](=[O:15])[CH2:4][C@H:5]1[C:9]2[CH:10]=[CH:11][C:12]([OH:14])=[CH:13][C:8]=2[O:7][CH2:6]1.C1COCC1.[Cl:21]N1C(=O)CCC1=O. Given the product [CH3:1][O:2][C:3](=[O:15])[CH2:4][C@H:5]1[C:9]2[CH:10]=[C:11]([Cl:21])[C:12]([OH:14])=[CH:13][C:8]=2[O:7][CH2:6]1, predict the reactants needed to synthesize it. (3) Given the product [Br-:2].[C:23]([C:15]1[CH:14]=[C:13]([CH:18]=[C:17]([C:19]([CH3:22])([CH3:21])[CH3:20])[CH:16]=1)[CH2:12][Zn+:1])([CH3:26])([CH3:25])[CH3:24], predict the reactants needed to synthesize it. The reactants are: [Zn:1].[Br:2]CCBr.Cl[Si](C)(C)C.Br[CH2:12][C:13]1[CH:18]=[C:17]([C:19]([CH3:22])([CH3:21])[CH3:20])[CH:16]=[C:15]([C:23]([CH3:26])([CH3:25])[CH3:24])[CH:14]=1.